This data is from Reaction yield outcomes from USPTO patents with 853,638 reactions. The task is: Predict the reaction yield, written as a fraction of the theoretical maximum amount of product (1.0 means a 100% yield; for example, 0.34 means a 34% yield). (1) The reactants are [NH2:1][C:2]1[C:7]2=[C:8](Br)[CH:9]=[C:10]([C:11](=[O:19])[CH2:12][N:13]3[CH2:18][CH2:17][O:16][CH2:15][CH2:14]3)[N:6]2[N:5]=[CH:4][N:3]=1.CN(C=O)C.[CH2:26]([N:33]1[CH:41]=[C:40]2[C:35]([CH:36]=[C:37](B3OC(C)(C)C(C)(C)O3)[CH:38]=[CH:39]2)=[N:34]1)[C:27]1[CH:32]=[CH:31][CH:30]=[CH:29][CH:28]=1.C([O-])([O-])=O.[K+].[K+]. The catalyst is O1CCOCC1.C1C=CC([P]([Pd]([P](C2C=CC=CC=2)(C2C=CC=CC=2)C2C=CC=CC=2)([P](C2C=CC=CC=2)(C2C=CC=CC=2)C2C=CC=CC=2)[P](C2C=CC=CC=2)(C2C=CC=CC=2)C2C=CC=CC=2)(C2C=CC=CC=2)C2C=CC=CC=2)=CC=1.O. The product is [NH2:1][C:2]1[C:7]2=[C:8]([C:37]3[CH:38]=[CH:39][C:40]4[C:35]([CH:36]=3)=[N:34][N:33]([CH2:26][C:27]3[CH:32]=[CH:31][CH:30]=[CH:29][CH:28]=3)[CH:41]=4)[CH:9]=[C:10]([C:11](=[O:19])[CH2:12][N:13]3[CH2:18][CH2:17][O:16][CH2:15][CH2:14]3)[N:6]2[N:5]=[CH:4][N:3]=1. The yield is 0.160. (2) The reactants are [CH3:1][O:2][C:3]([C:5]1[N:6]([CH2:23][C:24]2[CH:29]=[CH:28][C:27]([CH2:30][S:31][C:32]3[CH:37]=[CH:36][C:35]([C:38]([O:40][CH3:41])=[O:39])=[CH:34][CH:33]=3)=[CH:26][CH:25]=2)[C:7](=[O:22])[C:8]2[C:13]([C:14]=1[C:15]1[CH:20]=[CH:19][CH:18]=[CH:17][CH:16]=1)=[CH:12][C:11]([Br:21])=[CH:10][CH:9]=2)=[O:4].ClC1C=CC=C(C(OO)=[O:50])C=1. The catalyst is ClCCl. The product is [CH3:1][O:2][C:3]([C:5]1[N:6]([CH2:23][C:24]2[CH:29]=[CH:28][C:27]([CH2:30][S:31]([C:32]3[CH:33]=[CH:34][C:35]([C:38]([O:40][CH3:41])=[O:39])=[CH:36][CH:37]=3)=[O:50])=[CH:26][CH:25]=2)[C:7](=[O:22])[C:8]2[C:13]([C:14]=1[C:15]1[CH:16]=[CH:17][CH:18]=[CH:19][CH:20]=1)=[CH:12][C:11]([Br:21])=[CH:10][CH:9]=2)=[O:4]. The yield is 0.490. (3) The reactants are [F:1][C:2]([F:24])([F:23])[C:3]1[CH:4]=[C:5]([C:13]2[N:17]=[CH:16][N:15](/[CH:18]=[CH:19]\[C:20](O)=[O:21])[N:14]=2)[CH:6]=[C:7]([C:9]([F:12])([F:11])[F:10])[CH:8]=1.[NH:25]([C:27]1[CH:32]=[N:31][CH:30]=[CH:29][N:28]=1)[NH2:26].C(P1(=O)OP(CCC)(=O)OP(CCC)(=O)O1)CC.CCN(C(C)C)C(C)C. The catalyst is CCOC(C)=O.C(Cl)Cl. The product is [F:1][C:2]([F:24])([F:23])[C:3]1[CH:4]=[C:5]([C:13]2[N:17]=[CH:16][N:15](/[CH:18]=[CH:19]\[C:20]([NH:26][NH:25][C:27]3[CH:32]=[N:31][CH:30]=[CH:29][N:28]=3)=[O:21])[N:14]=2)[CH:6]=[C:7]([C:9]([F:11])([F:12])[F:10])[CH:8]=1. The yield is 0.160. (4) The reactants are Br[C:2]1[CH:10]=[CH:9][CH:8]=[C:7]2[C:3]=1[CH:4]=[CH:5][N:6]2[S:11]([C:14]1[CH:19]=[CH:18][CH:17]=[CH:16][C:15]=1[CH3:20])(=[O:13])=[O:12].[CH3:21][N:22]1[CH2:27][C@@H:26]2[CH2:28][C@H:23]1[CH2:24][NH:25]2. The product is [CH3:21][N:22]1[CH2:27][C@@H:26]2[CH2:28][C@:23]1([C:2]1[CH:10]=[CH:9][CH:8]=[C:7]3[C:3]=1[CH:4]=[CH:5][N:6]3[S:11]([C:14]1[CH:19]=[CH:18][CH:17]=[CH:16][C:15]=1[CH3:20])(=[O:13])=[O:12])[CH2:24][NH:25]2. The yield is 0.190. No catalyst specified. (5) The yield is 0.675. No catalyst specified. The reactants are [CH:1]([C:3]1[CH:18]=[CH:17][C:6]([O:7][C:8]2[CH:16]=[CH:15][C:11]([C:12]([NH2:14])=[O:13])=[CH:10][N:9]=2)=[C:5]([O:19][CH3:20])[CH:4]=1)=O.[CH2:21]([NH2:26])[CH2:22][CH2:23][CH2:24][CH3:25]. The product is [CH3:20][O:19][C:5]1[CH:4]=[C:3]([CH2:1][NH:26][CH2:21][CH2:22][CH2:23][CH2:24][CH3:25])[CH:18]=[CH:17][C:6]=1[O:7][C:8]1[CH:16]=[CH:15][C:11]([C:12]([NH2:14])=[O:13])=[CH:10][N:9]=1. (6) The reactants are [N+:1]([C:4]1[CH:12]=[C:11]2[C:7]([CH2:8][CH2:9][NH:10]2)=[CH:6][CH:5]=1)([O-:3])=[O:2].N1C=CC=CC=1.[CH3:19][C:20]([O:23][C:24](O[C:24]([O:23][C:20]([CH3:22])([CH3:21])[CH3:19])=[O:25])=[O:25])([CH3:22])[CH3:21]. The catalyst is C(Cl)Cl.CN(C1C=CN=CC=1)C. The product is [C:24]([N:10]1[C:11]2[C:7](=[CH:6][CH:5]=[C:4]([N+:1]([O-:3])=[O:2])[CH:12]=2)[CH2:8][CH2:9]1)([O:23][C:20]([CH3:22])([CH3:21])[CH3:19])=[O:25]. The yield is 0.780.